From a dataset of Full USPTO retrosynthesis dataset with 1.9M reactions from patents (1976-2016). Predict the reactants needed to synthesize the given product. (1) Given the product [F:1][C:2]1[CH:3]=[C:4]([O:11][CH2:22][C:23]([F:26])([F:25])[F:24])[CH:5]=[CH:6][C:7]=1[N+:8]([O-:10])=[O:9], predict the reactants needed to synthesize it. The reactants are: [F:1][C:2]1[CH:3]=[C:4]([OH:11])[CH:5]=[CH:6][C:7]=1[N+:8]([O-:10])=[O:9].[H-].[Na+].O([CH2:22][C:23]([F:26])([F:25])[F:24])S(C(F)(F)F)(=O)=O.O. (2) Given the product [NH2:19][C:13]1[N:12]=[C:11]([S:10][CH2:9][C:3]2[CH:4]=[CH:5][CH:6]=[C:7]([F:8])[C:2]=2[F:1])[N:16]=[C:15]2[C:14]=1[N:18]=[C:26]([NH:25][C:23](=[O:24])[O:22][CH2:20][CH3:21])[NH:17]2, predict the reactants needed to synthesize it. The reactants are: [F:1][C:2]1[C:7]([F:8])=[CH:6][CH:5]=[CH:4][C:3]=1[CH2:9][S:10][C:11]1[N:16]=[C:15]([NH2:17])[C:14]([NH2:18])=[C:13]([NH2:19])[N:12]=1.[CH2:20]([O:22][C:23]([N:25]=[C:26]=S)=[O:24])[CH3:21].C(N=C=NC(C)C)(C)C.